Dataset: Catalyst prediction with 721,799 reactions and 888 catalyst types from USPTO. Task: Predict which catalyst facilitates the given reaction. (1) The catalyst class is: 18. Product: [Cl:18][C:13]1[CH:12]=[C:11]([CH:16]=[CH:15][C:14]=1[Cl:17])[CH2:10][NH:9][C:6]1[N:7]=[CH:8][C:3]([CH2:2][O:19][C:20]2[CH:21]=[C:22]3[C:27](=[CH:28][CH:29]=2)[NH:26][C:25](=[O:30])[CH:24]=[CH:23]3)=[CH:4][CH:5]=1. Reactant: Cl[CH2:2][C:3]1[CH:4]=[CH:5][C:6]([NH:9][CH2:10][C:11]2[CH:16]=[CH:15][C:14]([Cl:17])=[C:13]([Cl:18])[CH:12]=2)=[N:7][CH:8]=1.[OH:19][C:20]1[CH:21]=[C:22]2[C:27](=[CH:28][CH:29]=1)[NH:26][C:25](=[O:30])[CH:24]=[CH:23]2.C([O-])([O-])=O.[Cs+].[Cs+]. (2) Reactant: Cl.[O:2]1CCO[CH:3]1[C:7]1[CH:8]=[C:9]([CH:28]=[CH:29][CH:30]=1)[C:10]([CH:12](C(OC)=O)[CH2:13][C:14]1[CH:23]=[CH:22][CH:21]=[CH:20][C:15]=1[C:16]([O:18][CH3:19])=[O:17])=[O:11]. Product: [CH:3]([C:7]1[CH:8]=[C:9]([C:10](=[O:11])[CH2:12][CH2:13][C:14]2[CH:23]=[CH:22][CH:21]=[CH:20][C:15]=2[C:16]([O:18][CH3:19])=[O:17])[CH:28]=[CH:29][CH:30]=1)=[O:2]. The catalyst class is: 127. (3) Reactant: [C:1](#[N:3])[CH3:2].C([Li])CCC.[N:9]1([C:18]([O:20][C:21]([CH3:24])([CH3:23])[CH3:22])=[O:19])[CH2:13][CH2:12][CH2:11][C@H:10]1[C:14](OC)=[O:15].Cl. Product: [C:1]([CH2:2][C:14]([C@@H:10]1[CH2:11][CH2:12][CH2:13][N:9]1[C:18]([O:20][C:21]([CH3:24])([CH3:23])[CH3:22])=[O:19])=[O:15])#[N:3]. The catalyst class is: 20. (4) Reactant: CC(C)([O-])C.[K+].[CH2:7]1[C:16]2[C:11](=[CH:12][CH:13]=[CH:14][CH:15]=2)[CH2:10][CH2:9][NH:8]1.Br[C:18]1[CH:23]=[C:22]([C:24]([F:27])([F:26])[F:25])[C:21]([NH:28][C:29](=[O:37])[CH2:30][CH2:31][CH:32]2[CH2:36][CH2:35][CH2:34][CH2:33]2)=[C:20]([Cl:38])[CH:19]=1. Product: [Cl:38][C:20]1[CH:19]=[C:18]([N:8]2[CH2:9][CH2:10][C:11]3[C:16](=[CH:15][CH:14]=[CH:13][CH:12]=3)[CH2:7]2)[CH:23]=[C:22]([C:24]([F:27])([F:26])[F:25])[C:21]=1[NH:28][C:29](=[O:37])[CH2:30][CH2:31][CH:32]1[CH2:36][CH2:35][CH2:34][CH2:33]1. The catalyst class is: 11. (5) Reactant: [NH2:1][C:2]1[N:3]([CH3:24])[C:4](=[O:23])[C:5]2([C:15]3[C:10](=[CH:11][CH:12]=[C:13](Br)[CH:14]=3)[O:9][CH:8]([C:17]3[CH:22]=[CH:21][CH:20]=[CH:19][CH:18]=3)[CH2:7]2)[N:6]=1.[C:25]([NH:28][C:29]1[CH:30]=[C:31](B(O)O)[CH:32]=[CH:33][CH:34]=1)(=[O:27])[CH3:26]. Product: [NH2:1][C:2]1[N:3]([CH3:24])[C:4](=[O:23])[C:5]2([C:15]3[C:10](=[CH:11][CH:12]=[C:13]([C:33]4[CH:34]=[C:29]([NH:28][C:25](=[O:27])[CH3:26])[CH:30]=[CH:31][CH:32]=4)[CH:14]=3)[O:9][CH:8]([C:17]3[CH:22]=[CH:21][CH:20]=[CH:19][CH:18]=3)[CH2:7]2)[N:6]=1. The catalyst class is: 806.